From a dataset of Reaction yield outcomes from USPTO patents with 853,638 reactions. Predict the reaction yield, written as a fraction of the theoretical maximum amount of product (1.0 means a 100% yield; for example, 0.34 means a 34% yield). (1) The reactants are [Br:1][C:2]1[CH:3]=[C:4]([CH:9]=[CH:10][C:11]=1[CH2:12]Br)[C:5]([O:7][CH3:8])=[O:6].[NH2:14][C@@H:15]([CH3:18])[CH2:16][OH:17].C([O-])([O-])=O.[K+].[K+]. The catalyst is C1COCC1. The product is [Br:1][C:2]1[CH:3]=[C:4]([CH:9]=[CH:10][C:11]=1[CH2:12][NH:14][C@@H:15]([CH3:18])[CH2:16][OH:17])[C:5]([O:7][CH3:8])=[O:6]. The yield is 0.510. (2) The reactants are [Br:1][C:2]1[CH:7]=[CH:6][C:5]([NH:8][C:9]2[C:10]([C:18](O)=[O:19])=[CH:11][N:12]([CH3:17])[C:13](=[O:16])[C:14]=2[F:15])=[C:4]([F:21])[CH:3]=1.CCN=C=NCCCN(C)C.C1C=CC2N(O)[N:40]=[N:39]C=2C=1.NN.CCN(CC)CC. The catalyst is CN(C=O)C.CCOC(C)=O. The product is [Br:1][C:2]1[CH:7]=[CH:6][C:5]([NH:8][C:9]2[C:10]([C:18]([NH:39][NH2:40])=[O:19])=[CH:11][N:12]([CH3:17])[C:13](=[O:16])[C:14]=2[F:15])=[C:4]([F:21])[CH:3]=1. The yield is 0.890.